Dataset: Full USPTO retrosynthesis dataset with 1.9M reactions from patents (1976-2016). Task: Predict the reactants needed to synthesize the given product. (1) Given the product [Br:42][CH2:43]/[CH:44]=[CH:45]\[CH2:46][C@@:19]1([C:28]([O:30][CH3:31])=[O:29])[CH2:18][CH2:17][C@H:16]([C:13]2[CH:12]=[CH:11][C:10]([O:9][CH2:8][C:3]3[CH:4]=[CH:5][CH:6]=[CH:7][C:2]=3[F:1])=[CH:15][CH:14]=2)[N:20]1[C:21]([O:23][C:24]([CH3:26])([CH3:27])[CH3:25])=[O:22], predict the reactants needed to synthesize it. The reactants are: [F:1][C:2]1[CH:7]=[CH:6][CH:5]=[CH:4][C:3]=1[CH2:8][O:9][C:10]1[CH:15]=[CH:14][C:13]([C@@H:16]2[N:20]([C:21]([O:23][C:24]([CH3:27])([CH3:26])[CH3:25])=[O:22])[C@H:19]([C:28]([O:30][CH3:31])=[O:29])[CH2:18][CH2:17]2)=[CH:12][CH:11]=1.[Li+].C[Si]([N-][Si](C)(C)C)(C)C.[Br:42][CH2:43]/[CH:44]=[CH:45]\[CH2:46]Br. (2) Given the product [CH2:15]([O:14][CH2:13][CH:10]1[CH2:11][CH2:12][C:7]2([O:6][CH2:5][CH2:4][O:3]2)[CH2:8][CH2:9]1)[C:16]1[CH:21]=[CH:20][CH:19]=[CH:18][CH:17]=1, predict the reactants needed to synthesize it. The reactants are: [H-].[Na+].[O:3]1[C:7]2([CH2:12][CH2:11][CH:10]([CH2:13][OH:14])[CH2:9][CH2:8]2)[O:6][CH2:5][CH2:4]1.[CH2:15](Br)[C:16]1[CH:21]=[CH:20][CH:19]=[CH:18][CH:17]=1.Cl.